This data is from Catalyst prediction with 721,799 reactions and 888 catalyst types from USPTO. The task is: Predict which catalyst facilitates the given reaction. (1) Reactant: [CH3:1][O:2][C:3]([C:5]1[CH:10]=[CH:9][C:8]([C:11]2([C:17]([OH:19])=O)[CH2:16][CH2:15][CH2:14][CH2:13][CH2:12]2)=[CH:7][CH:6]=1)=[O:4].C(Cl)(=O)C([Cl:23])=O. Product: [Cl:23][C:17]([C:11]1([C:8]2[CH:9]=[CH:10][C:5]([C:3]([O:2][CH3:1])=[O:4])=[CH:6][CH:7]=2)[CH2:16][CH2:15][CH2:14][CH2:13][CH2:12]1)=[O:19]. The catalyst class is: 120. (2) Reactant: Cl.Cl.[CH3:3][NH:4][C:5]([C:7]1([N:35]2[CH2:40][CH2:39][CH2:38][CH2:37][CH2:36]2)[CH2:12][CH2:11][N:10]([CH2:13][CH2:14][CH:15]([C:27]2[CH:32]=[CH:31][C:30](Cl)=[C:29](Cl)[CH:28]=2)[CH2:16][N:17]([C:19](=[O:26])[C:20]2[CH:25]=[CH:24][CH:23]=[CH:22][CH:21]=2)[CH3:18])[CH2:9][CH2:8]1)=[O:6].O.[OH-].[K+].[CH2:44](O)C. Product: [C:19]([N:17]([CH3:18])[CH2:16][C@H:15]([C:27]1[CH:32]=[CH:31][CH:30]=[CH:29][CH:28]=1)[CH2:14][CH2:13][N:10]1[CH2:11][CH2:12][C:7]([C:5]([N:4]([CH3:44])[CH3:3])=[O:6])([N:35]2[CH2:40][CH2:39][CH2:38][CH2:37][CH2:36]2)[CH2:8][CH2:9]1)(=[O:26])[C:20]1[CH:25]=[CH:24][CH:23]=[CH:22][CH:21]=1. The catalyst class is: 45. (3) Reactant: [CH3:1][C:2]1[CH:3]=[C:4]([NH:8][C:9]2[S:10][CH:11]=[C:12]([C:14]3[CH:19]=[CH:18][N:17]=[C:16]([N+:20]([O-])=O)[CH:15]=3)[N:13]=2)[CH:5]=[CH:6][CH:7]=1. Product: [NH2:20][C:16]1[CH:15]=[C:14]([C:12]2[N:13]=[C:9]([NH:8][C:4]3[CH:5]=[CH:6][CH:7]=[C:2]([CH3:1])[CH:3]=3)[S:10][CH:11]=2)[CH:19]=[CH:18][N:17]=1. The catalyst class is: 50. (4) Reactant: [F:1][C:2]1[C:7]([O:8][CH3:9])=[CH:6][CH:5]=[CH:4][C:3]=1[CH2:10]CS([O-])(=O)=O.[C:16]1(=[O:26])[NH:20][C:19](=[O:21])[C:18]2=[CH:22][CH:23]=[CH:24][CH:25]=[C:17]12.[K].CN(C=O)C. Product: [F:1][C:2]1[C:7]([O:8][CH3:9])=[CH:6][CH:5]=[CH:4][C:3]=1[CH2:10][N:20]1[C:19](=[O:21])[C:18]2=[CH:22][CH:23]=[CH:24][CH:25]=[C:17]2[C:16]1=[O:26]. The catalyst class is: 6. (5) Reactant: [OH:1][C:2]1[CH:7]=[CH:6][C:5]([C:8]2([C:14]#[N:15])[CH2:13][CH2:12][O:11][CH2:10][CH2:9]2)=[CH:4][CH:3]=1.Cl[CH2:17][CH:18]([CH3:25])[CH2:19][N:20]1[CH2:24][CH2:23][CH2:22][CH2:21]1.C([O-])([O-])=O.[K+].[K+]. Product: [CH3:17][CH:18]([CH2:19][N:20]1[CH2:24][CH2:23][CH2:22][CH2:21]1)[CH2:25][O:1][C:2]1[CH:7]=[CH:6][C:5]([C:8]2([C:14]#[N:15])[CH2:13][CH2:12][O:11][CH2:10][CH2:9]2)=[CH:4][CH:3]=1. The catalyst class is: 3. (6) Reactant: [H-].[Na+].[NH:3]1[CH:7]=[N:6][CH:5]=[N:4]1.Br[CH2:9][C:10]([C:13]1[CH:18]=[C:17]([C:19]2[CH:24]=[CH:23][C:22]([Cl:25])=[CH:21][CH:20]=2)[CH:16]=[CH:15][C:14]=1[Cl:26])([OH:12])[CH3:11].O. Product: [Cl:26][C:14]1[CH:15]=[CH:16][C:17]([C:19]2[CH:20]=[CH:21][C:22]([Cl:25])=[CH:23][CH:24]=2)=[CH:18][C:13]=1[C:10]([OH:12])([CH3:9])[CH2:11][N:3]1[CH:7]=[N:6][CH:5]=[N:4]1. The catalyst class is: 3. (7) Product: [NH2:8][C:7]1[N:6]([CH3:9])[C:5](=[O:10])[N:4]([CH3:11])[C:3](=[O:12])[C:2]=1[NH:1][C:17](=[O:19])[CH2:18][CH:14]([CH3:13])[C:15]([OH:20])=[O:16]. Reactant: [NH2:1][C:2]1[C:3](=[O:12])[N:4]([CH3:11])[C:5](=[O:10])[N:6]([CH3:9])[C:7]=1[NH2:8].[CH3:13][CH:14]1[CH2:18][C:17](=[O:19])[O:16][C:15]1=[O:20].C(OCC)(=O)C.NC1N(C)C(=O)N(C)C(=O)C=1NC(=O)C(C)CC(O)=O. The catalyst class is: 3. (8) Reactant: [Cl:1][C:2]1[CH:7]=[C:6]([Cl:8])[CH:5]=[CH:4][C:3]=1[C:9]1[N:14]=[C:13]([C:15]([O:17]C)=[O:16])[CH:12]=[CH:11][C:10]=1[C:19]1[CH:24]=[CH:23][C:22]([Cl:25])=[CH:21][CH:20]=1.[OH-].[Na+]. Product: [Cl:1][C:2]1[CH:7]=[C:6]([Cl:8])[CH:5]=[CH:4][C:3]=1[C:9]1[N:14]=[C:13]([C:15]([OH:17])=[O:16])[CH:12]=[CH:11][C:10]=1[C:19]1[CH:24]=[CH:23][C:22]([Cl:25])=[CH:21][CH:20]=1. The catalyst class is: 5.